The task is: Predict which catalyst facilitates the given reaction.. This data is from Catalyst prediction with 721,799 reactions and 888 catalyst types from USPTO. Reactant: [CH3:1][C:2]1[CH:7]=[C:6]([CH3:8])[CH:5]=[C:4]([CH3:9])[C:3]=1[S:10]([N:13]([C:28]1[CH:33]=[CH:32][C:31]([CH:34]=[CH:35][C:36](=[O:42])[N:37]2[CH2:41][CH2:40][CH2:39][CH2:38]2)=[CH:30][CH:29]=1)[CH2:14][C:15]1[CH:20]=[CH:19][CH:18]=[C:17]([O:21]C2CCCCO2)[CH:16]=1)(=[O:12])=[O:11].Cl.[SiH](CC)(CC)CC.C(=O)(O)[O-].[Na+]. Product: [OH:21][C:17]1[CH:16]=[C:15]([CH:20]=[CH:19][CH:18]=1)[CH2:14][N:13]([C:28]1[CH:33]=[CH:32][C:31]([CH:34]=[CH:35][C:36](=[O:42])[N:37]2[CH2:38][CH2:39][CH2:40][CH2:41]2)=[CH:30][CH:29]=1)[S:10]([C:3]1[C:4]([CH3:9])=[CH:5][C:6]([CH3:8])=[CH:7][C:2]=1[CH3:1])(=[O:12])=[O:11]. The catalyst class is: 71.